From a dataset of Peptide-MHC class I binding affinity with 185,985 pairs from IEDB/IMGT. Regression. Given a peptide amino acid sequence and an MHC pseudo amino acid sequence, predict their binding affinity value. This is MHC class I binding data. (1) The peptide sequence is VLSIMAFIL. The MHC is HLA-A68:02 with pseudo-sequence HLA-A68:02. The binding affinity (normalized) is 0.409. (2) The peptide sequence is LYEASTTYL. The MHC is HLA-A23:01 with pseudo-sequence HLA-A23:01. The binding affinity (normalized) is 0.213.